From a dataset of Forward reaction prediction with 1.9M reactions from USPTO patents (1976-2016). Predict the product of the given reaction. (1) Given the reactants [CH3:1][C:2]1([CH3:32])[O:6][CH:5]([CH2:7][N:8]([C:25]2[CH:30]=[CH:29][C:28]([NH2:31])=[CH:27][CH:26]=2)[S:9]([C:12]2[CH:13]=[C:14]([C:18]3[CH:23]=[CH:22][C:21]([F:24])=[CH:20][CH:19]=3)[CH:15]=[CH:16][CH:17]=2)(=[O:11])=[O:10])[CH2:4][O:3]1.[C:33]1([N:39]=[C:40]=[O:41])[CH:38]=[CH:37][CH:36]=[CH:35][CH:34]=1, predict the reaction product. The product is: [CH3:1][C:2]1([CH3:32])[O:6][CH:5]([CH2:7][N:8]([C:25]2[CH:30]=[CH:29][C:28]([NH:31][C:40]([NH:39][C:33]3[CH:38]=[CH:37][CH:36]=[CH:35][CH:34]=3)=[O:41])=[CH:27][CH:26]=2)[S:9]([C:12]2[CH:13]=[C:14]([C:18]3[CH:23]=[CH:22][C:21]([F:24])=[CH:20][CH:19]=3)[CH:15]=[CH:16][CH:17]=2)(=[O:10])=[O:11])[CH2:4][O:3]1. (2) Given the reactants [Cl:1][C:2]1[CH:14]=[C:13]([S:15]([C:18]2[CH:23]=[CH:22][C:21]([CH2:24][CH2:25][NH:26][CH2:27][C@@H:28]([C:30]3[CH:35]=[CH:34][CH:33]=[C:32]([Cl:36])[CH:31]=3)[OH:29])=[CH:20][CH:19]=2)(=[O:17])=[O:16])[CH:12]=[CH:11][C:3]=1[O:4][CH2:5][C:6]([O:8][CH2:9][CH3:10])=[O:7], predict the reaction product. The product is: [ClH:1].[Cl:1][C:2]1[CH:14]=[C:13]([S:15]([C:18]2[CH:19]=[CH:20][C:21]([CH2:24][CH2:25][NH:26][CH2:27][C@@H:28]([C:30]3[CH:35]=[CH:34][CH:33]=[C:32]([Cl:36])[CH:31]=3)[OH:29])=[CH:22][CH:23]=2)(=[O:16])=[O:17])[CH:12]=[CH:11][C:3]=1[O:4][CH2:5][C:6]([O:8][CH2:9][CH3:10])=[O:7]. (3) Given the reactants C([NH:8][C:9]1[C:10]([CH3:29])=[C:11]([CH3:28])[C:12]2[O:16][C:15]([CH3:18])([CH3:17])[CH:14]([C:19]3[CH:24]=[CH:23][C:22]([CH3:25])=[CH:21][CH:20]=3)[C:13]=2[C:26]=1[CH3:27])C1C=CC=CC=1.C1(C)C=CC=CC=1.C(O)(C)C, predict the reaction product. The product is: [CH3:17][C:15]1([CH3:18])[CH:14]([C:19]2[CH:20]=[CH:21][C:22]([CH3:25])=[CH:23][CH:24]=2)[C:13]2[C:26]([CH3:27])=[C:9]([NH2:8])[C:10]([CH3:29])=[C:11]([CH3:28])[C:12]=2[O:16]1. (4) Given the reactants [S:1]1[CH:5]=[CH:4][C:3]2[CH:6]=[C:7]([NH2:10])[CH:8]=[CH:9][C:2]1=2.C(N(CC)C(C)C)(C)C.Br[CH2:21][C:22]1[CH:32]=[CH:31][C:30]([O:33][CH3:34])=[CH:29][C:23]=1[C:24](OCC)=O.[OH:35][Li].O, predict the reaction product. The product is: [S:1]1[CH:5]=[CH:4][C:3]2[CH:6]=[C:7]([N:10]3[CH2:24][C:23]4[C:22](=[CH:32][CH:31]=[C:30]([O:33][CH3:34])[CH:29]=4)[C:21]3=[O:35])[CH:8]=[CH:9][C:2]1=2. (5) Given the reactants [Br:1][C:2]1[CH:3]=[C:4]([OH:8])[CH:5]=[N:6][CH:7]=1.[CH2:9](Br)[C:10]1[CH:15]=[CH:14][CH:13]=[CH:12][CH:11]=1, predict the reaction product. The product is: [CH2:9]([O:8][C:4]1[CH:5]=[N:6][CH:7]=[C:2]([Br:1])[CH:3]=1)[C:10]1[CH:15]=[CH:14][CH:13]=[CH:12][CH:11]=1.